This data is from Forward reaction prediction with 1.9M reactions from USPTO patents (1976-2016). The task is: Predict the product of the given reaction. (1) Given the reactants [F:1][C:2]1[CH:7]=[CH:6][C:5]([OH:8])=[CH:4][CH:3]=1.Br[C:10]1[CH:15]=[CH:14][C:13]([I:16])=[CH:12][N:11]=1.C([O-])([O-])=O.[Cs+].[Cs+].CCOC(C)=O, predict the reaction product. The product is: [F:1][C:2]1[CH:7]=[CH:6][C:5]([O:8][C:10]2[CH:15]=[CH:14][C:13]([I:16])=[CH:12][N:11]=2)=[CH:4][CH:3]=1. (2) Given the reactants [CH:1]1([CH2:4][NH:5][N:6]2[C:15]3[C:10](=[CH:11][CH:12]=[CH:13][CH:14]=3)[C:9]([OH:16])=[C:8]([C:17]3[NH:22][C:21]4[CH:23]=[CH:24][C:25]([OH:27])=[CH:26][C:20]=4[S:19](=[O:29])(=[O:28])[N:18]=3)[C:7]2=[O:30])[CH2:3][CH2:2]1.[N+:31]([O-])([O-:33])=[O:32].[NH4+], predict the reaction product. The product is: [CH:1]1([CH2:4][NH:5][N:6]2[C:15]3[C:10](=[CH:11][CH:12]=[CH:13][CH:14]=3)[C:9]([OH:16])=[C:8]([C:17]3[NH:22][C:21]4[CH:23]=[CH:24][C:25]([OH:27])=[C:26]([N+:31]([O-:33])=[O:32])[C:20]=4[S:19](=[O:28])(=[O:29])[N:18]=3)[C:7]2=[O:30])[CH2:2][CH2:3]1. (3) The product is: [C:4]([C:6]1[CH:7]=[C:8]([C:13]2[N:17]([C:18]3[CH:23]=[CH:22][CH:21]=[C:20]([C:24]#[N:25])[CH:19]=3)[N:16]=[C:15]([C:26]([OH:28])=[O:27])[CH:14]=2)[CH:9]=[C:10]([F:12])[CH:11]=1)#[N:5]. Given the reactants O.[OH-].[Li+].[C:4]([C:6]1[CH:7]=[C:8]([C:13]2[N:17]([C:18]3[CH:23]=[CH:22][CH:21]=[C:20]([C:24]#[N:25])[CH:19]=3)[N:16]=[C:15]([C:26]([O:28]CC)=[O:27])[CH:14]=2)[CH:9]=[C:10]([F:12])[CH:11]=1)#[N:5].Cl, predict the reaction product.